From a dataset of Reaction yield outcomes from USPTO patents with 853,638 reactions. Predict the reaction yield, written as a fraction of the theoretical maximum amount of product (1.0 means a 100% yield; for example, 0.34 means a 34% yield). The catalyst is CN(C)C(=O)C.C1COCC1.O. The product is [OH:15][CH2:23][CH2:24][O:25][C:26]1[C:33]([CH3:34])=[CH:32][C:29]([C:30]2[NH:6][C:4](=[O:5])[C:3]3[C:7]([O:13][CH3:14])=[CH:8][C:9]([O:11][CH3:12])=[N:10][C:2]=3[N:1]=2)=[CH:28][C:27]=1[CH3:35]. The reactants are [NH2:1][C:2]1[N:10]=[C:9]([O:11][CH3:12])[CH:8]=[C:7]([O:13][CH3:14])[C:3]=1[C:4]([NH2:6])=[O:5].[O:15]([CH2:23][CH2:24][O:25][C:26]1[C:33]([CH3:34])=[CH:32][C:29]([CH:30]=O)=[CH:28][C:27]=1[CH3:35])[Si](C(C)(C)C)(C)C.OS([O-])=O.[Na+].CC1C=CC(S(O)(=O)=O)=CC=1.CCCC[N+](CCCC)(CCCC)CCCC.[F-]. The yield is 0.0600.